Dataset: Forward reaction prediction with 1.9M reactions from USPTO patents (1976-2016). Task: Predict the product of the given reaction. (1) Given the reactants [C:1]1([C:7]2([C:12]([OH:14])=O)[CH2:11][CH2:10][CH2:9][CH2:8]2)[CH:6]=[CH:5][CH:4]=[CH:3][CH:2]=1.C(Cl)(=O)C(Cl)=O.Cl.[Cl:22][C:23]1[CH:28]=[CH:27][C:26]([CH2:29][CH:30]([C:34]2[CH:39]=[CH:38][CH:37]=[CH:36][CH:35]=2)[CH:31]([NH2:33])[CH3:32])=[CH:25][CH:24]=1.CN1CCOCC1, predict the reaction product. The product is: [Cl:22][C:23]1[CH:24]=[CH:25][C:26]([CH2:29][CH:30]([C:34]2[CH:35]=[CH:36][CH:37]=[CH:38][CH:39]=2)[CH:31]([NH:33][C:12]([C:7]2([C:1]3[CH:2]=[CH:3][CH:4]=[CH:5][CH:6]=3)[CH2:8][CH2:9][CH2:10][CH2:11]2)=[O:14])[CH3:32])=[CH:27][CH:28]=1. (2) Given the reactants [NH2:1][C:2]1[CH:3]=[CH:4][C:5]([S:12](=[O:25])(=[O:24])[NH:13][C:14]2[CH:15]=[CH:16][C:17]3[CH2:21][O:20][B:19]([OH:22])[C:18]=3[CH:23]=2)=[C:6]([CH2:8][C:9]([OH:11])=O)[CH:7]=1.[CH:26]1([NH2:31])[CH2:30][CH2:29][CH2:28][CH2:27]1.C1CN([P+](ON2N=NC3C=CC=CC2=3)(N2CCCC2)N2CCCC2)CC1.F[P-](F)(F)(F)(F)F.O, predict the reaction product. The product is: [NH2:1][C:2]1[CH:3]=[CH:4][C:5]([S:12](=[O:25])(=[O:24])[NH:13][C:14]2[CH:15]=[CH:16][C:17]3[CH2:21][O:20][B:19]([OH:22])[C:18]=3[CH:23]=2)=[C:6]([CH2:8][C:9]([NH:31][CH:26]2[CH2:30][CH2:29][CH2:28][CH2:27]2)=[O:11])[CH:7]=1. (3) The product is: [CH:9]1([C:2]2[CH:7]=[CH:6][N:5]=[C:4]([NH2:8])[CH:3]=2)[CH2:11][CH2:10]1. Given the reactants Cl[C:2]1[CH:7]=[CH:6][N:5]=[C:4]([NH2:8])[CH:3]=1.[CH:9]1(B(O)O)[CH2:11][CH2:10]1.C(=O)([O-])[O-].[K+].[K+], predict the reaction product. (4) Given the reactants [N:1]1([CH2:7][C:8]2[CH:13]=[CH:12][C:11]([N:14]3[CH2:19][CH2:18][O:17][CH2:16][CH2:15]3)=[CH:10][C:9]=2[C:20]([F:23])([F:22])[F:21])[CH2:6][CH2:5][NH:4][CH2:3][CH2:2]1.[C:24](=O)([O:33]N1C(=O)CCC1=O)[O:25][N:26]1[C:30](=[O:31])[CH2:29][CH2:28][C:27]1=[O:32].C(N(CC)CC)C, predict the reaction product. The product is: [N:14]1([C:11]2[CH:12]=[CH:13][C:8]([CH2:7][N:1]3[CH2:6][CH2:5][N:4]([C:24]([O:25][N:26]4[C:30](=[O:31])[CH2:29][CH2:28][C:27]4=[O:32])=[O:33])[CH2:3][CH2:2]3)=[C:9]([C:20]([F:23])([F:22])[F:21])[CH:10]=2)[CH2:19][CH2:18][O:17][CH2:16][CH2:15]1.